Dataset: Forward reaction prediction with 1.9M reactions from USPTO patents (1976-2016). Task: Predict the product of the given reaction. (1) Given the reactants C([N:8]1[CH2:14][C:13]2[C:15]([F:20])=[CH:16][CH:17]=[C:18]([Br:19])[C:12]=2[O:11][CH2:10][CH2:9]1)C1C=CC=CC=1.ClC(OC(Cl)C)=O.ClCCCl.[C:40](O[C:40]([O:42][C:43]([CH3:46])([CH3:45])[CH3:44])=[O:41])([O:42][C:43]([CH3:46])([CH3:45])[CH3:44])=[O:41], predict the reaction product. The product is: [Br:19][C:18]1[C:12]2[O:11][CH2:10][CH2:9][N:8]([C:40]([O:42][C:43]([CH3:44])([CH3:45])[CH3:46])=[O:41])[CH2:14][C:13]=2[C:15]([F:20])=[CH:16][CH:17]=1. (2) Given the reactants C(N(CC)C(C)C)(C)C.[CH3:10][NH:11][CH2:12][CH:13]([C:15]1[CH:24]=[CH:23][C:22]2[C:17](=[CH:18][CH:19]=[CH:20][CH:21]=2)[N:16]=1)[OH:14].[Cl:25][C:26]1[CH:48]=[CH:47][C:29]([CH2:30][NH:31][C:32]([C:34]2[C:35](=[O:46])[C:36]3[CH:43]=[C:42]([CH2:44]Cl)[O:41][C:37]=3[N:38]([CH3:40])[CH:39]=2)=[O:33])=[CH:28][CH:27]=1.O, predict the reaction product. The product is: [Cl:25][C:26]1[CH:48]=[CH:47][C:29]([CH2:30][NH:31][C:32]([C:34]2[C:35](=[O:46])[C:36]3[CH:43]=[C:42]([CH2:44][N:11]([CH2:12][CH:13]([OH:14])[C:15]4[CH:24]=[CH:23][C:22]5[C:17](=[CH:18][CH:19]=[CH:20][CH:21]=5)[N:16]=4)[CH3:10])[O:41][C:37]=3[N:38]([CH3:40])[CH:39]=2)=[O:33])=[CH:28][CH:27]=1. (3) Given the reactants [F:1][C:2]([F:9])([F:8])/[CH:3]=[CH:4]/[C:5](O)=[O:6].C(Cl)(=O)C(Cl)=O.[CH3:16][C:17]1[CH:22]=[CH:21][N:20]=[C:19]([N:23]2[CH2:28][CH2:27][NH:26][CH2:25][CH2:24]2)[CH:18]=1, predict the reaction product. The product is: [F:1][C:2]([F:9])([F:8])/[CH:3]=[CH:4]/[C:5]([N:26]1[CH2:27][CH2:28][N:23]([C:19]2[CH:18]=[C:17]([CH3:16])[CH:22]=[CH:21][N:20]=2)[CH2:24][CH2:25]1)=[O:6]. (4) Given the reactants [Br:1][C:2]1[C:3]([NH:21][S:22]([CH3:25])(=[O:24])=[O:23])=[CH:4][C:5]2[O:9][C:8]([C:10]3[CH:15]=[CH:14][C:13]([F:16])=[CH:12][CH:11]=3)=[C:7]([C:17](O)=[O:18])[C:6]=2[CH:20]=1.C[CH2:27][N:28]=C=NCCCN(C)C.C1C=CC2N(O)N=NC=2C=1.CN.Cl, predict the reaction product. The product is: [Br:1][C:2]1[C:3]([NH:21][S:22]([CH3:25])(=[O:24])=[O:23])=[CH:4][C:5]2[O:9][C:8]([C:10]3[CH:15]=[CH:14][C:13]([F:16])=[CH:12][CH:11]=3)=[C:7]([C:17]([NH:28][CH3:27])=[O:18])[C:6]=2[CH:20]=1. (5) Given the reactants Br[C:2]1[N:7]=[C:6]([NH:8][CH2:9][C:10]2[CH:15]=[CH:14][CH:13]=[C:12]([F:16])[CH:11]=2)[CH:5]=[CH:4][CH:3]=1.[Cl:17][C:18]1[CH:23]=[C:22](B(O)O)[C:21]([F:27])=[CH:20][N:19]=1.C(Cl)Cl, predict the reaction product. The product is: [Cl:17][C:18]1[CH:23]=[C:22]([C:2]2[CH:3]=[CH:4][CH:5]=[C:6]([NH:8][CH2:9][C:10]3[CH:15]=[CH:14][CH:13]=[C:12]([F:16])[CH:11]=3)[N:7]=2)[C:21]([F:27])=[CH:20][N:19]=1. (6) The product is: [CH3:24][N:22]([CH3:23])[C:13]1([C:16]2[CH:17]=[CH:18][CH:19]=[CH:20][CH:21]=2)[CH2:12][CH2:11][CH:10]([NH:9][C:8]([N:39]2[CH2:40][CH2:41][CH:36]([C:30]3[C:29]4[C:33](=[CH:34][CH:35]=[C:27]([Cl:26])[CH:28]=4)[NH:32][CH:31]=3)[CH2:37][CH2:38]2)=[O:25])[CH2:15][CH2:14]1. Given the reactants C1(O[C:8](=[O:25])[NH:9][CH:10]2[CH2:15][CH2:14][C:13]([N:22]([CH3:24])[CH3:23])([C:16]3[CH:21]=[CH:20][CH:19]=[CH:18][CH:17]=3)[CH2:12][CH2:11]2)C=CC=CC=1.[Cl:26][C:27]1[CH:28]=[C:29]2[C:33](=[CH:34][CH:35]=1)[NH:32][CH:31]=[C:30]2[CH:36]1[CH2:41][CH2:40][NH:39][CH2:38][CH2:37]1, predict the reaction product.